Dataset: Peptide-MHC class I binding affinity with 185,985 pairs from IEDB/IMGT. Task: Regression. Given a peptide amino acid sequence and an MHC pseudo amino acid sequence, predict their binding affinity value. This is MHC class I binding data. (1) The peptide sequence is ALPPRAFEL. The MHC is HLA-C07:02 with pseudo-sequence HLA-C07:02. The binding affinity (normalized) is 0.588. (2) The peptide sequence is RQAELSKAY. The MHC is HLA-B58:01 with pseudo-sequence HLA-B58:01. The binding affinity (normalized) is 0.0847. (3) The peptide sequence is ETACLGKAY. The MHC is HLA-B57:01 with pseudo-sequence HLA-B57:01. The binding affinity (normalized) is 0.0847. (4) The binding affinity (normalized) is 0. The peptide sequence is LSPRTLNAW. The MHC is HLA-B40:02 with pseudo-sequence HLA-B40:02. (5) The peptide sequence is KFNPMKTYI. The MHC is HLA-B15:03 with pseudo-sequence HLA-B15:03. The binding affinity (normalized) is 0.102. (6) The peptide sequence is TTAEFTVPK. The MHC is HLA-B45:06 with pseudo-sequence HLA-B45:06. The binding affinity (normalized) is 0.213. (7) The peptide sequence is ERLERWHSLI. The MHC is HLA-B27:05 with pseudo-sequence HLA-B27:05. The binding affinity (normalized) is 0.532.